Dataset: Reaction yield outcomes from USPTO patents with 853,638 reactions. Task: Predict the reaction yield, written as a fraction of the theoretical maximum amount of product (1.0 means a 100% yield; for example, 0.34 means a 34% yield). (1) The reactants are [C:1]1(O)C=CC=CC=1.C([Si](C)(C)[N:13]1[C:21]2[C:16](=[C:17]([C:22]3[CH:23]=[C:24]([N:38]4[CH:43]=[CH:42][CH:41]=[C:40]([NH2:44])C4)C=C(OCC4C=CC(OC)=CC=4)[CH:27]=3)[CH:18]=[CH:19][CH:20]=2)[CH:15]=[C:14]1[CH3:45])(C)(C)C.B(F)(F)F.[O:52]([CH2:55][CH3:56])CC. The catalyst is CSC. The product is [CH3:45][C:14]1[NH:13][C:21]2[C:16]([CH:15]=1)=[C:17]([C:22]1[CH:27]=[C:55]([OH:52])[CH:56]=[C:24]([NH:38][C:43]3[CH:1]=[N:44][CH:40]=[CH:41][CH:42]=3)[CH:23]=1)[CH:18]=[CH:19][CH:20]=2. The yield is 0.590. (2) The reactants are [NH:1]1[CH:5]=[C:4]([C:6]2[CH:7]=[C:8]([N:12]3[C:16](N)=[CH:15][C:14]([C:18]([CH3:21])([CH3:20])[CH3:19])=[N:13]3)[CH:9]=[CH:10][CH:11]=2)[CH:3]=[N:2]1.[OH-:22].[Na+].Cl[C:25]([O:27][C:28]([CH3:30])=[CH2:29])=[O:26]. The catalyst is CCOC(C)=O. The product is [C:18]([C:14]1[CH:15]=[C:16]([C:25]([O:27][C:28]([CH3:30])=[CH2:29])=[O:26])[N:12]([C:8]2[CH:7]=[C:6]([C:4]3[CH:3]=[N:2][N:1]([C:25]([O:27][C:28]([CH3:30])=[CH2:29])=[O:22])[CH:5]=3)[CH:11]=[CH:10][CH:9]=2)[N:13]=1)([CH3:21])([CH3:20])[CH3:19]. The yield is 0.750. (3) The reactants are Cl[C:2]1[CH:7]=[CH:6][C:5]([N+:8]([O-:10])=[O:9])=[CH:4][N:3]=1.[CH3:11][O:12][CH2:13][CH2:14][OH:15].CC(C)([O-])C.[K+]. The catalyst is CN(C=O)C.CCOC(C)=O. The product is [CH3:11][O:12][CH2:13][CH2:14][O:15][C:2]1[CH:7]=[CH:6][C:5]([N+:8]([O-:10])=[O:9])=[CH:4][N:3]=1. The yield is 0.800.